Dataset: Reaction yield outcomes from USPTO patents with 853,638 reactions. Task: Predict the reaction yield, written as a fraction of the theoretical maximum amount of product (1.0 means a 100% yield; for example, 0.34 means a 34% yield). The reactants are [N+:1]([C:4]1[CH:12]=[N:11][CH:10]=[CH:9][C:5]=1[C:6]([OH:8])=O)([O-:3])=[O:2].[NH2:13][CH2:14][C:15]([CH3:18])([OH:17])[CH3:16].F[B-](F)(F)F.N1(OC(N(C)C)=[N+](C)C)C2C=CC=CC=2N=N1.C(N(CC)CC)C. The catalyst is O1CCCC1.C(OCC)(=O)C. The product is [OH:17][C:15]([CH3:18])([CH3:16])[CH2:14][NH:13][C:6](=[O:8])[C:5]1[CH:9]=[CH:10][N:11]=[CH:12][C:4]=1[N+:1]([O-:3])=[O:2]. The yield is 0.110.